Dataset: Reaction yield outcomes from USPTO patents with 853,638 reactions. Task: Predict the reaction yield, written as a fraction of the theoretical maximum amount of product (1.0 means a 100% yield; for example, 0.34 means a 34% yield). The reactants are Br[C:2]1[CH:6]=[CH:5][N:4]([C:7]2[CH:12]=[CH:11][C:10]([O:13][C:14]([F:17])([F:16])[F:15])=[CH:9][CH:8]=2)[CH:3]=1.[CH:18]([C:20]1[CH:25]=[CH:24][C:23](B(O)O)=[CH:22][CH:21]=1)=[O:19].C([O-])([O-])=O.[Na+].[Na+].O1CCOCC1. The catalyst is CCOC(C)=O.Cl[Pd](Cl)([P](C1C=CC=CC=1)(C1C=CC=CC=1)C1C=CC=CC=1)[P](C1C=CC=CC=1)(C1C=CC=CC=1)C1C=CC=CC=1. The product is [F:15][C:14]([F:17])([F:16])[O:13][C:10]1[CH:11]=[CH:12][C:7]([N:4]2[CH:5]=[CH:6][C:2]([C:23]3[CH:24]=[CH:25][C:20]([CH:18]=[O:19])=[CH:21][CH:22]=3)=[CH:3]2)=[CH:8][CH:9]=1. The yield is 0.210.